From a dataset of Catalyst prediction with 721,799 reactions and 888 catalyst types from USPTO. Predict which catalyst facilitates the given reaction. (1) Reactant: [OH:1][CH2:2][C@@H:3]1[NH:7][C:6](=[O:8])[CH2:5][CH2:4]1.[C:9]1(C)[CH:14]=CC(S(O)(=O)=O)=C[CH:10]=1.COC(OC)(C)C. Product: [CH3:10][C:9]1([CH3:14])[N:7]2[C:6](=[O:8])[CH2:5][CH2:4][C@@H:3]2[CH2:2][O:1]1. The catalyst class is: 11. (2) Reactant: CO.C([O:10][C:11]1[C:12]([CH3:31])=[C:13]([CH3:30])[C:14]([NH:18][C:19](=[O:29])[C:20]2[C:25]([CH3:26])=[CH:24][C:23]([CH3:27])=[CH:22][C:21]=2[CH3:28])=[N:15][C:16]=1[CH3:17])C1C=CC=CC=1. Product: [OH:10][C:11]1[C:12]([CH3:31])=[C:13]([CH3:30])[C:14]([NH:18][C:19](=[O:29])[C:20]2[C:21]([CH3:28])=[CH:22][C:23]([CH3:27])=[CH:24][C:25]=2[CH3:26])=[N:15][C:16]=1[CH3:17]. The catalyst class is: 45. (3) The catalyst class is: 9. Product: [CH2:9]([O:8][C:6]1[CH:7]=[C:2]([O:28][C:21]2[C:22]([F:27])=[CH:23][C:24]([F:26])=[CH:25][C:20]=2[Cl:19])[N:3]=[CH:4][N:5]=1)[C:10]#[C:11][CH3:12]. Reactant: Cl[C:2]1[CH:7]=[C:6]([O:8][CH2:9][C:10]#[C:11][CH3:12])[N:5]=[CH:4][N:3]=1.C(=O)([O-])[O-].[K+].[K+].[Cl:19][C:20]1[CH:25]=[C:24]([F:26])[CH:23]=[C:22]([F:27])[C:21]=1[OH:28].[Cl-].[NH4+]. (4) Reactant: [Cl:1][C:2]1[CH:8]=[C:7]([O:9][C:10]2[C:19]3[C:14](=[CH:15][C:16]([O:22][CH3:23])=[C:17]([O:20][CH3:21])[CH:18]=3)[N:13]=[CH:12][N:11]=2)[CH:6]=[CH:5][C:3]=1[NH2:4].C1(C)C=CC=CC=1.C(N(CC)CC)C.Cl[C:39](Cl)([O:41]C(=O)OC(Cl)(Cl)Cl)Cl.[CH3:50][O:51][C:52]1[CH:53]=[C:54]([CH:58]=[CH:59][CH:60]=1)[CH:55]([OH:57])[CH3:56]. Product: [Cl:1][C:2]1[CH:8]=[C:7]([O:9][C:10]2[C:19]3[C:14](=[CH:15][C:16]([O:22][CH3:23])=[C:17]([O:20][CH3:21])[CH:18]=3)[N:13]=[CH:12][N:11]=2)[CH:6]=[CH:5][C:3]=1[NH:4][C:39](=[O:41])[O:57][CH:55]([C:54]1[CH:58]=[CH:59][CH:60]=[C:52]([O:51][CH3:50])[CH:53]=1)[CH3:56]. The catalyst class is: 2. (5) Reactant: [Cl:1][C:2]1[CH:3]=[N+:4]([O-:39])[CH:5]=[C:6]([Cl:38])[C:7]=1[CH2:8][C@@H:9]([C:23]1[CH:28]=[CH:27][C:26]([O:29][CH:30]([F:32])[F:31])=[C:25]([O:33][CH2:34][CH:35]2[CH2:37][CH2:36]2)[CH:24]=1)[O:10][C:11](OC1C=CC([N+]([O-])=O)=CC=1)=[O:12].[CH3:40][O:41][C:42]1[CH:43]=[C:44]([CH2:50][NH2:51])[CH:45]=[CH:46][C:47]=1[O:48][CH3:49].[H-].[Na+].I[CH3:55]. Product: [Cl:1][C:2]1[CH:3]=[N+:4]([O-:39])[CH:5]=[C:6]([Cl:38])[C:7]=1[CH2:8][C@@H:9]([C:23]1[CH:28]=[CH:27][C:26]([O:29][CH:30]([F:31])[F:32])=[C:25]([O:33][CH2:34][CH:35]2[CH2:36][CH2:37]2)[CH:24]=1)[O:10][C:11](=[O:12])[N:51]([CH2:50][C:44]1[CH:45]=[CH:46][C:47]([O:48][CH3:49])=[C:42]([O:41][CH3:40])[CH:43]=1)[CH3:55]. The catalyst class is: 1. (6) Reactant: [OH:1][NH:2][C:3]([C:5]1[CH:10]=[CH:9][C:8]([NH:11][C:12](=[O:29])[CH2:13][CH2:14][CH2:15][C:16]([NH:18][C:19]2[CH:24]=[CH:23][C:22]([C:25](=[NH:28])[NH:26][OH:27])=[CH:21][CH:20]=2)=[O:17])=[CH:7][CH:6]=1)=[NH:4].C(N([CH2:35][CH3:36])CC)C.[C:37](O[C:37](=[O:41])[CH2:38][CH2:39][CH3:40])(=[O:41])[CH2:38][CH2:39][CH3:40].O.[CH3:49][C:50](C)=[O:51].CS(C)=O. Product: [CH2:38]([C:37]([O:27][NH:26][C:25]([C:22]1[CH:21]=[CH:20][C:19]([NH:18][C:16](=[O:17])[CH2:15][CH2:14][CH2:13][C:12]([NH:11][C:8]2[CH:7]=[CH:6][C:5]([C:3](=[NH:4])[NH:2][O:1][C:50]([CH2:49][CH2:35][CH3:36])=[O:51])=[CH:10][CH:9]=2)=[O:29])=[CH:24][CH:23]=1)=[NH:28])=[O:41])[CH2:39][CH3:40]. The catalyst class is: 16. (7) Reactant: [Cl:1][C:2]1[CH:3]=[C:4]2[C:10]([C:11]3[N:16]=[C:15]([N:17]4[CH2:22][CH2:21][N:20](C(OC(C)(C)C)=O)[CH2:19][C@@H:18]4[C:30](=[O:37])[NH:31][CH2:32][C:33]([F:36])([F:35])[F:34])[CH:14]=[N:13][CH:12]=3)=[CH:9][N:8]([S:38]([C:41]3[CH:46]=[CH:45][C:44]([CH3:47])=[CH:43][CH:42]=3)(=[O:40])=[O:39])[C:5]2=[N:6][CH:7]=1.Cl. Product: [Cl:1][C:2]1[CH:3]=[C:4]2[C:10]([C:11]3[N:16]=[C:15]([N:17]4[CH2:22][CH2:21][NH:20][CH2:19][C@@H:18]4[C:30]([NH:31][CH2:32][C:33]([F:35])([F:36])[F:34])=[O:37])[CH:14]=[N:13][CH:12]=3)=[CH:9][N:8]([S:38]([C:41]3[CH:42]=[CH:43][C:44]([CH3:47])=[CH:45][CH:46]=3)(=[O:40])=[O:39])[C:5]2=[N:6][CH:7]=1. The catalyst class is: 13. (8) Reactant: [Li]C(CC)C.Br[C:7]1[C:8]([N:17]([CH2:34][CH3:35])[CH2:18][C@H:19]2[CH2:24][CH2:23][C@H:22]([CH2:25][CH2:26][O:27][CH:28]3[CH2:33][CH2:32][CH2:31][CH2:30][O:29]3)[CH2:21][CH2:20]2)=[N:9][CH:10]=[C:11]([C:13]([F:16])([F:15])[F:14])[CH:12]=1.CN([CH:39]=[O:40])C.[Cl-].[NH4+]. Product: [CH2:34]([N:17]([CH2:18][C@H:19]1[CH2:24][CH2:23][C@H:22]([CH2:25][CH2:26][O:27][CH:28]2[CH2:33][CH2:32][CH2:31][CH2:30][O:29]2)[CH2:21][CH2:20]1)[C:8]1[C:7]([CH:39]=[O:40])=[CH:12][C:11]([C:13]([F:16])([F:15])[F:14])=[CH:10][N:9]=1)[CH3:35]. The catalyst class is: 1. (9) Reactant: [Cl:1][C:2]1[C:3]2[C:10]([I:11])=[CH:9][NH:8][C:4]=2[N:5]=[CH:6][N:7]=1.[CH:12]1([CH2:15]O)[CH2:14][CH2:13]1.C1C=CC(P(C2C=CC=CC=2)C2C=CC=CC=2)=CC=1.CC(OC(/N=N/C(OC(C)C)=O)=O)C. Product: [Cl:1][C:2]1[C:3]2[C:10]([I:11])=[CH:9][N:8]([CH2:15][CH:12]3[CH2:14][CH2:13]3)[C:4]=2[N:5]=[CH:6][N:7]=1. The catalyst class is: 1.